This data is from Forward reaction prediction with 1.9M reactions from USPTO patents (1976-2016). The task is: Predict the product of the given reaction. (1) The product is: [CH3:65][O:66][C:67](=[O:68])[C@@H:69]([NH:32][C:34](=[O:38])[C@@H:16]([NH:15][C:13](=[O:14])[C@@H:12]([NH:23][C:24]([O:26][C:27]([CH3:28])([CH3:30])[CH3:29])=[O:25])[CH2:11][C:8]1[CH:7]=[CH:6][C:5]([O:4][CH2:1][CH:2]=[CH2:3])=[CH:10][CH:9]=1)[CH:20]([CH3:22])[CH3:21])[CH2:60][CH:58]=[CH2:59]. Given the reactants [CH2:1]([O:4][C:5]1[CH:10]=[CH:9][C:8]([CH2:11][C@H:12]([NH:23][C:24]([O:26][C:27]([CH3:30])([CH3:29])[CH3:28])=[O:25])[C:13]([NH:15][C@@H:16]([CH:20]([CH3:22])[CH3:21])C(O)=O)=[O:14])=[CH:7][CH:6]=1)[CH:2]=[CH2:3].C[N:32]([C:34]([O:38]N1N=NC2C=CC=NC1=2)=[N+](C)C)C.F[P-](F)(F)(F)(F)F.CCN(C(C)C)[CH:58]([CH3:60])[CH3:59].C[CH2:65][O:66][C:67]([CH3:69])=[O:68], predict the reaction product. (2) Given the reactants [C:1]([O:5][C:6](=[O:33])[CH:7]=[CH:8][CH:9]1[O:13][N:12]=[C:11]([C:14]2[CH:19]=[CH:18][C:17]([O:20][CH2:21][C:22]3[C:31]4[C:26](=[CH:27][CH:28]=[CH:29][CH:30]=4)[N:25]=[C:24]([CH3:32])[CH:23]=3)=[CH:16][CH:15]=2)[CH2:10]1)([CH3:4])([CH3:3])[CH3:2].[NH3:34], predict the reaction product. The product is: [C:1]([O:5][C:6](=[O:33])[CH2:7][CH:8]([NH2:34])[CH:9]1[O:13][N:12]=[C:11]([C:14]2[CH:15]=[CH:16][C:17]([O:20][CH2:21][C:22]3[C:31]4[C:26](=[CH:27][CH:28]=[CH:29][CH:30]=4)[N:25]=[C:24]([CH3:32])[CH:23]=3)=[CH:18][CH:19]=2)[CH2:10]1)([CH3:4])([CH3:3])[CH3:2]. (3) The product is: [O:8]1[C:12]2[CH:13]=[CH:14][C:15]([C:17]#[C:18][CH:19]([N:37]([OH:38])[CH:1]=[O:3])[CH2:20][S:21]([N:24]3[CH2:25][CH2:26][N:27]([C:30]4[CH:31]=[CH:32][C:33]([F:36])=[CH:34][CH:35]=4)[CH2:28][CH2:29]3)(=[O:23])=[O:22])=[CH:16][C:11]=2[O:10][CH2:9]1. Given the reactants [C:1](OC(=O)C)(=[O:3])C.[O:8]1[C:12]2[CH:13]=[CH:14][C:15]([C:17]#[C:18][CH:19]([NH:37][OH:38])[CH2:20][S:21]([N:24]3[CH2:29][CH2:28][N:27]([C:30]4[CH:35]=[CH:34][C:33]([F:36])=[CH:32][CH:31]=4)[CH2:26][CH2:25]3)(=[O:23])=[O:22])=[CH:16][C:11]=2[O:10][CH2:9]1, predict the reaction product. (4) Given the reactants [Cl:1][C:2]1[CH:7]=[C:6](I)[CH:5]=[C:4]([CH3:9])[C:3]=1[C:10](=[O:12])[CH3:11].[CH3:13][O:14][C:15]1[CH:20]=[CH:19][C:18]([SH:21])=[CH:17][CH:16]=1.[OH-].[K+], predict the reaction product. The product is: [Cl:1][C:2]1[CH:7]=[C:6]([S:21][C:18]2[CH:19]=[CH:20][C:15]([O:14][CH3:13])=[CH:16][CH:17]=2)[CH:5]=[C:4]([CH3:9])[C:3]=1[C:10](=[O:12])[CH3:11].